Dataset: Reaction yield outcomes from USPTO patents with 853,638 reactions. Task: Predict the reaction yield, written as a fraction of the theoretical maximum amount of product (1.0 means a 100% yield; for example, 0.34 means a 34% yield). (1) The reactants are C([O:3][C:4]([C:6]1[C:10]([C:11]2[CH:16]=[CH:15][C:14]([F:17])=[CH:13][CH:12]=2)=[CH:9][N:8]([CH2:18][CH2:19][N:20]([CH3:22])[CH3:21])[N:7]=1)=[O:5])C.[OH-].[Na+].CO. The catalyst is CO.O. The product is [CH3:21][N:20]([CH3:22])[CH2:19][CH2:18][N:8]1[CH:9]=[C:10]([C:11]2[CH:16]=[CH:15][C:14]([F:17])=[CH:13][CH:12]=2)[C:6]([C:4]([OH:5])=[O:3])=[N:7]1. The yield is 0.630. (2) The reactants are [CH3:1][C:2]1[NH:3][C:4]([NH2:7])=[N:5][N:6]=1.[S:8]1[CH2:13][CH2:12][C:11](=O)[CH2:10][CH2:9]1.C([BH3-])#N.[Na+].O. The catalyst is C(O)(=O)C. The product is [CH3:1][C:2]1[NH:3][C:4]([NH:7][CH:11]2[CH2:12][CH2:13][S:8][CH2:9][CH2:10]2)=[N:5][N:6]=1. The yield is 0.480. (3) The reactants are Br[C:2]1[CH:3]=[C:4]2[C:9](=[N:10][CH:11]=1)[NH:8][C:7](=[O:12])[CH:6]([C:13]([O:15][CH3:16])=[O:14])[CH2:5]2.C(#N)CC.CCN(C(C)C)C(C)C.[C:30]([O:34][C:35]([CH3:38])([CH3:37])[CH3:36])(=[O:33])[CH:31]=[CH2:32].C1(C)C=CC=CC=1P(C1C=CC=CC=1C)C1C=CC=CC=1C. The catalyst is CN(C=O)C.C([O-])(=O)C.[Pd+2].C([O-])(=O)C. The product is [C:35]([O:34][C:30](=[O:33])/[CH:31]=[CH:32]/[C:2]1[CH:3]=[C:4]2[C:9](=[N:10][CH:11]=1)[NH:8][C:7](=[O:12])[CH:6]([C:13]([O:15][CH3:16])=[O:14])[CH2:5]2)([CH3:38])([CH3:37])[CH3:36]. The yield is 0.320. (4) The reactants are O.[C:2]1([CH3:12])[CH:7]=[CH:6]C(S(O)(=O)=O)=[CH:4][CH:3]=1.Cl.O.[NH:15]1[CH2:20][CH2:19][C:18](=[O:21])[CH2:17][CH2:16]1.[BH-](O[C:32]([CH3:34])=[O:33])(OC(C)=O)OC(C)=O.[Na+].C([O-])(O)=O.[Na+].[CH2:41]([N:43](CC)[CH2:44][CH3:45])[CH3:42]. The catalyst is CC(C)=O.ClCCCl.O. The product is [NH:43]1[CH:44]=[CH:45][CH:42]=[C:41]1[C:32]([C:34]1[CH:4]=[CH:3][C:2]([CH2:12][N:15]2[CH2:20][CH2:19][C:18](=[O:21])[CH2:17][CH2:16]2)=[CH:7][CH:6]=1)=[O:33]. The yield is 0.330. (5) The reactants are [CH2:1]([N:5]1[C:10](=[O:11])[C:9]([CH2:12]OS(C)(=O)=O)=[CH:8][C:7]([C:18]2[CH:23]=[CH:22][C:21]([S:24][CH3:25])=[CH:20][CH:19]=2)=[N:6]1)[CH:2]([CH3:4])[CH3:3].[CH2:26]([NH2:29])[C:27]#[CH:28]. No catalyst specified. The product is [CH2:1]([N:5]1[C:10](=[O:11])[C:9]([CH2:12][NH:29][CH2:26][C:27]#[CH:28])=[CH:8][C:7]([C:18]2[CH:23]=[CH:22][C:21]([S:24][CH3:25])=[CH:20][CH:19]=2)=[N:6]1)[CH:2]([CH3:4])[CH3:3]. The yield is 0.522. (6) The reactants are [CH3:1][S:2]([C:5]1[CH:10]=[CH:9][C:8]([C:11]2[S:15][C:14]3[CH:16]=[C:17]([OH:20])[CH:18]=[CH:19][C:13]=3[C:12]=2[O:21][C:22]2[CH:27]=[CH:26][C:25]([O:28][CH2:29][CH2:30][N:31]3[CH2:36][CH2:35][CH2:34][CH2:33][CH2:32]3)=[CH:24][CH:23]=2)=[CH:7][CH:6]=1)(=[O:4])=[O:3].[ClH:37]. The catalyst is C(OCC)(=O)C.C(OCC)C. The product is [ClH:37].[CH3:1][S:2]([C:5]1[CH:6]=[CH:7][C:8]([C:11]2[S:15][C:14]3[CH:16]=[C:17]([OH:20])[CH:18]=[CH:19][C:13]=3[C:12]=2[O:21][C:22]2[CH:27]=[CH:26][C:25]([O:28][CH2:29][CH2:30][N:31]3[CH2:36][CH2:35][CH2:34][CH2:33][CH2:32]3)=[CH:24][CH:23]=2)=[CH:9][CH:10]=1)(=[O:3])=[O:4]. The yield is 0.380.